This data is from Full USPTO retrosynthesis dataset with 1.9M reactions from patents (1976-2016). The task is: Predict the reactants needed to synthesize the given product. (1) Given the product [CH:10]1([N:9]2[C:36](=[O:38])[C:25]3[S:26][CH:27]=[C:28]([C:29]4[CH:34]=[CH:33][CH:32]=[CH:31][C:30]=4[CH3:35])[C:24]=3[N:23]=[CH:8]2)[CH2:16][CH2:17][CH2:22][CH2:21][CH2:20][CH2:19]1, predict the reactants needed to synthesize it. The reactants are: C1(N2C(=O)C3SC=[C:16]([C:17]4[CH:22]=[CH:21][CH:20]=[CH:19]C=4)[C:10]=3[N:9]=[CH:8]2)C=CC=CC=1.[NH2:23][C:24]1[C:28]([C:29]2[CH:34]=[CH:33][CH:32]=[CH:31][C:30]=2[CH3:35])=[CH:27][S:26][C:25]=1[C:36]([O:38]C)=O.C(OCC)(OCC)OCC.C1(N)CCCCCC1. (2) The reactants are: [F:1][C:2]1[CH:13]=[C:12]([N+:14]([O-])=O)[CH:11]=[CH:10][C:3]=1[CH2:4][NH:5][S:6]([CH3:9])(=[O:8])=[O:7]. Given the product [NH2:14][C:12]1[CH:11]=[CH:10][C:3]([CH2:4][NH:5][S:6]([CH3:9])(=[O:8])=[O:7])=[C:2]([F:1])[CH:13]=1, predict the reactants needed to synthesize it. (3) Given the product [F:15][CH:13]([F:14])[C:9]1[C:8]([C:16]([OH:20])=[O:17])=[C:7]([F:6])[N:11]([CH3:12])[N:10]=1, predict the reactants needed to synthesize it. The reactants are: I(O)(=O)(=O)=O.[F:6][C:7]1[N:11]([CH3:12])[N:10]=[C:9]([CH:13]([F:15])[F:14])[C:8]=1[CH:16]=[O:17].C(OCC)(=[O:20])C. (4) The reactants are: FC1C=CC(F)=C(C(O)=O)C=1N.[F:13][C:14]1[CH:23]=[CH:22][C:21]([F:24])=[C:20]2[C:15]=1[C:16](=O)[NH:17][C:18]([CH3:25])=[N:19]2.P(Cl)(Cl)(Cl)(Cl)Cl.C([O-])(O)=O.[Na+]. Given the product [F:13][C:14]1[CH:23]=[CH:22][C:21]([F:24])=[C:20]2[C:15]=1[CH:16]=[N:17][C:18]([CH3:25])=[N:19]2, predict the reactants needed to synthesize it. (5) Given the product [S:6]([O-:10])([O-:9])(=[O:8])=[O:7].[Al+3:2].[S:6]([O-:10])([O-:9])(=[O:8])=[O:7].[S:6]([O-:10])([O-:9])(=[O:8])=[O:7].[Al+3:2], predict the reactants needed to synthesize it. The reactants are: [O-2].[Al+3:2].[O-2].[O-2].[Al+3].[S:6](=[O:10])(=[O:9])([OH:8])[OH:7]. (6) Given the product [N:16]1[CH:17]=[CH:18][C:13]([N:9]2[C:10]3[C:6](=[CH:5][C:4]([NH2:1])=[CH:12][CH:11]=3)[CH:7]=[CH:8]2)=[CH:14][CH:15]=1, predict the reactants needed to synthesize it. The reactants are: [N+:1]([C:4]1[CH:5]=[C:6]2[C:10](=[CH:11][CH:12]=1)[N:9]([C:13]1[CH:18]=[CH:17][N:16]=[CH:15][CH:14]=1)[CH:8]=[CH:7]2)([O-])=O. (7) Given the product [Cl:1][C:2]1[CH:7]=[CH:6][N:5]=[C:4]2[N:8]([CH2:14][O:15][CH2:16][CH2:17][Si:18]([CH3:21])([CH3:20])[CH3:19])[CH:9]=[CH:10][C:3]=12, predict the reactants needed to synthesize it. The reactants are: [Cl:1][C:2]1[CH:7]=[CH:6][N:5]=[C:4]2[NH:8][CH:9]=[CH:10][C:3]=12.[H-].[Na+].Cl[CH2:14][O:15][CH2:16][CH2:17][Si:18]([CH3:21])([CH3:20])[CH3:19].